Dataset: Forward reaction prediction with 1.9M reactions from USPTO patents (1976-2016). Task: Predict the product of the given reaction. (1) Given the reactants [H-].[Na+].I[CH3:4].[F:5][C:6]1[CH:11]=[C:10]([F:12])[CH:9]=[CH:8][C:7]=1[C:13]1[N:14]2[C:19]([CH:20]=[CH:21][C:22]=1[CH2:23][OH:24])=[C:18]([C:25]1[C:30]([F:31])=[CH:29][CH:28]=[CH:27][C:26]=1[F:32])[C:17](=[O:33])[CH:16]=[CH:15]2, predict the reaction product. The product is: [F:5][C:6]1[CH:11]=[C:10]([F:12])[CH:9]=[CH:8][C:7]=1[C:13]1[N:14]2[C:19]([CH:20]=[CH:21][C:22]=1[CH2:23][O:24][CH3:4])=[C:18]([C:25]1[C:26]([F:32])=[CH:27][CH:28]=[CH:29][C:30]=1[F:31])[C:17](=[O:33])[CH:16]=[CH:15]2. (2) Given the reactants Br[C:2]1[CH:7]=[CH:6][C:5]2[C:8]3[CH2:14][CH2:13][CH2:12][N:11]([C:15]([O:17][C:18]([CH3:21])([CH3:20])[CH3:19])=[O:16])[CH2:10][C:9]=3[S:22][C:4]=2[CH:3]=1.[CH2:23]([O:30][C:31]1[CH:36]=[CH:35][NH:34][C:33](=[O:37])[CH:32]=1)[C:24]1[CH:29]=[CH:28][CH:27]=[CH:26][CH:25]=1, predict the reaction product. The product is: [CH2:23]([O:30][C:31]1[CH:36]=[CH:35][N:34]([C:2]2[CH:7]=[CH:6][C:5]3[C:8]4[CH2:14][CH2:13][CH2:12][N:11]([C:15]([O:17][C:18]([CH3:21])([CH3:20])[CH3:19])=[O:16])[CH2:10][C:9]=4[S:22][C:4]=3[CH:3]=2)[C:33](=[O:37])[CH:32]=1)[C:24]1[CH:25]=[CH:26][CH:27]=[CH:28][CH:29]=1. (3) Given the reactants Br[C:2]1[CH:7]=[CH:6][C:5]([C:8]([N:10]2[CH2:15][CH2:14][N:13]([C:16]3[CH:21]=[C:20]([F:22])[C:19]([CH3:23])=[CH:18][C:17]=3[Cl:24])[CH2:12][CH2:11]2)=[O:9])=[C:4]([S:25]([CH3:28])(=[O:27])=[O:26])[CH:3]=1.[O:29]1[CH2:33][CH2:32][NH:31][C:30]1=[O:34].C(=O)([O-])[O-].[K+].[K+].CNCCNC, predict the reaction product. The product is: [Cl:24][C:17]1[CH:18]=[C:19]([CH3:23])[C:20]([F:22])=[CH:21][C:16]=1[N:13]1[CH2:14][CH2:15][N:10]([C:8]([C:5]2[CH:6]=[CH:7][C:2]([N:31]3[CH2:32][CH2:33][O:29][C:30]3=[O:34])=[CH:3][C:4]=2[S:25]([CH3:28])(=[O:27])=[O:26])=[O:9])[CH2:11][CH2:12]1. (4) Given the reactants [C:1]([O:5][C:6](=[O:14])[C:7]1[CH:12]=[CH:11][C:10]([OH:13])=[CH:9][CH:8]=1)([CH3:4])([CH3:3])[CH3:2].C([O-])([O-])=O.[K+].[K+].Br[CH2:22][CH2:23][Cl:24], predict the reaction product. The product is: [C:1]([O:5][C:6](=[O:14])[C:7]1[CH:8]=[CH:9][C:10]([O:13][CH2:22][CH2:23][Cl:24])=[CH:11][CH:12]=1)([CH3:4])([CH3:2])[CH3:3]. (5) Given the reactants C[Si](C)(C)[N-][Si](C)(C)C.[Li+].[CH2:11]([O:18][C:19]1[CH:24]=[CH:23][C:22]([CH2:25][C:26]([N:28]([CH3:30])[CH3:29])=[O:27])=[CH:21][CH:20]=1)[C:12]1[CH:17]=[CH:16][CH:15]=[CH:14][CH:13]=1.[C:31]1(=[O:37])[CH2:36][CH2:35][CH2:34][CH2:33][CH2:32]1.[Cl-].[NH4+].Cl, predict the reaction product. The product is: [CH2:11]([O:18][C:19]1[CH:24]=[CH:23][C:22]([CH:25]([C:26]([N:28]([CH3:29])[CH3:30])=[O:27])[C:31]2([OH:37])[CH2:36][CH2:35][CH2:34][CH2:33][CH2:32]2)=[CH:21][CH:20]=1)[C:12]1[CH:13]=[CH:14][CH:15]=[CH:16][CH:17]=1. (6) Given the reactants [F:1][C:2]1[CH:3]=[C:4]([C:9](=[O:30])[C:10](=[C:19]2[NH:23][C:22]3[CH:24]=[CH:25][C:26]([CH2:28][OH:29])=[CH:27][C:21]=3[NH:20]2)[C:11]([C:13]2[CH:18]=[CH:17][CH:16]=[CH:15][CH:14]=2)=[O:12])[CH:5]=[C:6]([F:8])[CH:7]=1.C[N+]1([O-])CCOCC1, predict the reaction product. The product is: [F:1][C:2]1[CH:3]=[C:4]([CH:5]=[C:6]([F:8])[CH:7]=1)[C:9]([C:10](=[C:19]1[NH:23][C:22]2[CH:24]=[CH:25][C:26]([CH:28]=[O:29])=[CH:27][C:21]=2[NH:20]1)[C:11](=[O:12])[C:13]1[CH:18]=[CH:17][CH:16]=[CH:15][CH:14]=1)=[O:30]. (7) Given the reactants Br[C:2]1[C:10]2[C:5](=[CH:6][CH:7]=[C:8]([C:11]([O:13][CH3:14])=[O:12])[CH:9]=2)[N:4]([C:15]2[CH:20]=[CH:19][C:18]([CH3:21])=[CH:17][CH:16]=2)[N:3]=1.[Cl:22][C:23]1[CH:28]=[CH:27][CH:26]=[CH:25][C:24]=1B(O)O.C(=O)([O-])[O-].[Cs+].[Cs+], predict the reaction product. The product is: [Cl:22][C:23]1[CH:28]=[CH:27][CH:26]=[CH:25][C:24]=1[C:2]1[C:10]2[C:5](=[CH:6][CH:7]=[C:8]([C:11]([O:13][CH3:14])=[O:12])[CH:9]=2)[N:4]([C:15]2[CH:20]=[CH:19][C:18]([CH3:21])=[CH:17][CH:16]=2)[N:3]=1.